From a dataset of Catalyst prediction with 721,799 reactions and 888 catalyst types from USPTO. Predict which catalyst facilitates the given reaction. (1) The catalyst class is: 15. Reactant: [F:1][C:2]1[CH:3]=[C:4]2[C:9](=[CH:10][CH:11]=1)[O:8][C@H:7]([C@H:12]1[CH2:16][O:15]C(C)(C)[O:13]1)[CH2:6][CH2:5]2.O. Product: [F:1][C:2]1[CH:3]=[C:4]2[C:9](=[CH:10][CH:11]=1)[O:8][C@H:7]([C@H:12]([OH:13])[CH2:16][OH:15])[CH2:6][CH2:5]2. (2) The catalyst class is: 54. Reactant: [H-].[Na+].[O:3]=[C:4]1[CH:8]([C:9]([O:11][CH2:12][CH3:13])=[O:10])[CH2:7][CH2:6][NH:5]1.Br[CH2:15][C:16]1[S:17][C:18]([C:21]2[CH:22]=[C:23]([NH:28][C:29]3[N:34]=[C:33]([C:35]([F:38])([F:37])[F:36])[CH:32]=[CH:31][N:30]=3)[CH:24]=[C:25]([CH3:27])[CH:26]=2)=[CH:19][N:20]=1. Product: [CH3:27][C:25]1[CH:26]=[C:21]([C:18]2[S:17][C:16]([CH2:15][C:8]3([C:9]([O:11][CH2:12][CH3:13])=[O:10])[CH2:7][CH2:6][NH:5][C:4]3=[O:3])=[N:20][CH:19]=2)[CH:22]=[C:23]([NH:28][C:29]2[N:34]=[C:33]([C:35]([F:37])([F:36])[F:38])[CH:32]=[CH:31][N:30]=2)[CH:24]=1. (3) Reactant: Cl.[CH:2]([C:4]1[C:9]([CH3:10])=[CH:8][C:7]([NH:11][C:12]([CH2:14][CH2:15][N:16]2[CH2:21][CH2:20][CH:19]([O:22][C:23](=[O:37])[NH:24][C:25]3[CH:30]=[CH:29][CH:28]=[CH:27][C:26]=3[C:31]3[CH:36]=[CH:35][CH:34]=[CH:33][CH:32]=3)[CH2:18][CH2:17]2)=[O:13])=[C:6]([CH3:38])[CH:5]=1)=O.C(O)(=O)C.[NH2:43][CH2:44][C@@H:45]([C:54]1[CH:55]=[CH:56][C:57]([OH:63])=[C:58]([NH:60][CH:61]=[O:62])[CH:59]=1)[O:46][Si:47]([C:50]([CH3:53])([CH3:52])[CH3:51])([CH3:49])[CH3:48].C(O[BH-](OC(=O)C)OC(=O)C)(=O)C.[Na+].C(=O)(O)[O-].[Na+]. Product: [Si:47]([O:46][C@H:45]([C:54]1[CH:55]=[CH:56][C:57]([OH:63])=[C:58]([NH:60][CH:61]=[O:62])[CH:59]=1)[CH2:44][NH:43][CH2:2][C:4]1[C:9]([CH3:10])=[CH:8][C:7]([NH:11][C:12]([CH2:14][CH2:15][N:16]2[CH2:21][CH2:20][CH:19]([O:22][C:23](=[O:37])[NH:24][C:25]3[CH:30]=[CH:29][CH:28]=[CH:27][C:26]=3[C:31]3[CH:36]=[CH:35][CH:34]=[CH:33][CH:32]=3)[CH2:18][CH2:17]2)=[O:13])=[C:6]([CH3:38])[CH:5]=1)([C:50]([CH3:53])([CH3:52])[CH3:51])([CH3:49])[CH3:48]. The catalyst class is: 98. (4) Reactant: [S:1](=[O:32])(=[O:31])([O:3][CH2:4][C@@H:5]1[C@@H:12]2[C@@H:8]([O:9]C(C)(C)[O:11]2)[C@H:7]([N:15]2[C:19]3[N:20]=[CH:21][N:22]=[C:23]([S:24][C:25]4[CH:30]=[CH:29][CH:28]=[CH:27][CH:26]=4)[C:18]=3[CH:17]=[CH:16]2)[CH2:6]1)[NH2:2]. Product: [S:1](=[O:32])(=[O:31])([O:3][CH2:4][C@H:5]1[CH2:6][C@@H:7]([N:15]2[C:19]3[N:20]=[CH:21][N:22]=[C:23]([S:24][C:25]4[CH:30]=[CH:29][CH:28]=[CH:27][CH:26]=4)[C:18]=3[CH:17]=[CH:16]2)[C@H:8]([OH:9])[C@@H:12]1[OH:11])[NH2:2]. The catalyst class is: 574. (5) Reactant: [Cl:1]C1C=C(C=CC=1)C=O.[Cl:10][C:11]1[CH:12]=[C:13]([C:17]([C:19]2[CH:24]=[CH:23][C:22]([CH3:25])=[CH:21][CH:20]=2)=[O:18])[CH:14]=[CH:15][CH:16]=1. Product: [Cl:1][C:21]1[CH:20]=[C:19]([C:17]([C:13]2[CH:14]=[CH:15][CH:16]=[C:11]([Cl:10])[CH:12]=2)=[O:18])[CH:24]=[CH:23][C:22]=1[CH3:25]. The catalyst class is: 175. (6) Reactant: [NH2:1][C:2]1[CH:3]=[C:4]([NH:8][C:9]2[CH:10]=[C:11]3[C:15](=[CH:16][CH:17]=2)[NH:14][C:13](=[O:18])[CH2:12]3)[CH:5]=[CH:6][CH:7]=1.[CH3:19][N:20]1[CH2:25][CH2:24][N:23]([CH2:26][C:27]2[CH:35]=[CH:34][C:30]([C:31](O)=[O:32])=[CH:29][CH:28]=2)[CH2:22][CH2:21]1.C(N(CC)C(C)C)(C)C.CCN=C=NCCCN(C)C.C1C=CC2N(O)N=NC=2C=1. Product: [CH3:19][N:20]1[CH2:25][CH2:24][N:23]([CH2:26][C:27]2[CH:35]=[CH:34][C:30]([C:31]([NH:1][C:2]3[CH:7]=[CH:6][CH:5]=[C:4]([NH:8][C:9]4[CH:10]=[C:11]5[C:15](=[CH:16][CH:17]=4)[NH:14][C:13](=[O:18])[CH2:12]5)[CH:3]=3)=[O:32])=[CH:29][CH:28]=2)[CH2:22][CH2:21]1. The catalyst class is: 3. (7) Reactant: [NH2:1][C:2]1[C:7]([C:8]2[CH:13]=[C:12]([Cl:14])[CH:11]=[C:10]([Cl:15])[C:9]=2[Cl:16])=[N:6][CH:5]=[C:4]([NH:17]C(=O)C)[N:3]=1.N. Product: [NH2:1][C:2]1[C:7]([C:8]2[CH:13]=[C:12]([Cl:14])[CH:11]=[C:10]([Cl:15])[C:9]=2[Cl:16])=[N:6][CH:5]=[C:4]([NH2:17])[N:3]=1. The catalyst class is: 126. (8) The catalyst class is: 199. Product: [CH2:3]([O:7][C:8]1[CH:13]=[C:12](/[CH:14]=[C:15](\[CH3:21])/[C:16]([OH:18])=[O:17])[CH:11]=[CH:10][C:9]=1[C:22]1[CH:27]=[CH:26][CH:25]=[C:24]([N:28]([CH3:39])[C:29]([NH:31][CH2:32][CH2:33][CH2:34][CH2:35][CH2:36][CH2:37][CH3:38])=[O:30])[CH:23]=1)[CH2:4][CH2:5][CH3:6]. Reactant: [OH-].[Na+].[CH2:3]([O:7][C:8]1[CH:13]=[C:12](/[CH:14]=[C:15](\[CH3:21])/[C:16]([O:18]CC)=[O:17])[CH:11]=[CH:10][C:9]=1[C:22]1[CH:27]=[CH:26][CH:25]=[C:24]([N:28]([CH3:39])[C:29]([NH:31][CH2:32][CH2:33][CH2:34][CH2:35][CH2:36][CH2:37][CH3:38])=[O:30])[CH:23]=1)[CH2:4][CH2:5][CH3:6].